Task: Binary Classification. Given a miRNA mature sequence and a target amino acid sequence, predict their likelihood of interaction.. Dataset: Experimentally validated miRNA-target interactions with 360,000+ pairs, plus equal number of negative samples (1) The miRNA is mmu-miR-2136 with sequence CUGGGUGUUGACUGAGAUGUG. The protein sequence of the target gene is MNIEVGNISYTGAIISWSSSEPCLEDYYHIMYRPNWNSIFSGYLRYSFHHEEKVPRTISSVVLEHLAPSTLYFLCISCKKAAFPYRHYCTMFHTLDKSPLAPGSSLVDPQISLWVLMAILLACFTAVLAFICLQFWCVRCHEPRWSYRAGHMEEANGLVRWPEEAPDLGQREEDLQGLPLVEMPRKNSRDGAELDPEANQDAPDAGALQRGGGDPPAILPHCGE. Result: 0 (no interaction). (2) The miRNA is mmu-miR-1967 with sequence UGAGGAUCCUGGGGAGAAGAUGC. The protein sequence of the target gene is MVMAAKKGPGPGGGVGGSKAEAEAASEVWCRRVRELGGCSQAGNRHCFECAQRGVTYVDITVGSFVCTTCSGLLRGLNPPHRVKSISMTTFTEPEVLFLQSRGNEVCRKIWLGLFDARTSLIPDSRDPQKVKEFLQEKYEKKRWYVPPEQVKGPSYSKGSVSATPVQGSVPEGKPIRTLLGDPVPSLSDPASTSSQPGSQSQARSSSQARSSQPPSHSSTKKASTDLLADIGGDPFAAPQVVPAFASFPGFGVGQTPAHGGFANFDAFSSSPSSSTFGSLPPSVQAPFQAQPTPAGSGQM.... Result: 0 (no interaction). (3) The miRNA is ssc-miR-143-3p with sequence UGAGAUGAAGCACUGUAGCUC. The protein sequence of the target gene is MADNEKLDNQRLKNFKNKGRDLETMRRQRNEVVVELRKNKRDEHLLKRRNVPQEDICEDSDIDGDYRVQNTSLEAIVQNASSDNQGIQLSAVQAARKLLSSDRNPPIDDLIKSGILPILVHCLERDDNPSLQFEAAWALTNIASGTSEQTQAVVQSNAVPLFLRLLHSPHQNVCEQAVWALGNIIGDGPQCRDYVISLGVVKPLLSFISPSIPITFLRNVTWVMVNLCRHKDPPPPMETIQEILPALCVLIHHTDVNILVDTVWALSYLTDAGNEQIQMVIDSGIVPHLVPLLSHQEVKV.... Result: 0 (no interaction). (4) The miRNA is ath-miR164a with sequence UGGAGAAGCAGGGCACGUGCA. The protein sequence of the target gene is MKRVNSCVKSDEHVLEELETEGERQLKSLLQHQLDTSVSIEECMSKKESFAPGTMYKPFGKEAAGTMTLSQFQTLHEKDQETASLRELGLNETEILIWKSHVSGEKKTKLRATPEAIQNRLQDIEERISERQRILCLPQRFAKSKQLTRREMEIEKSLFQGADRHSFLKALYYQDEPQKKNKGDPMNNLESFYQEMIMKKRLEEFQLMRGEPFASHSLVSATSVGDSGTAESPSLLQDKGKQAAQGKGPSLHVANVIDFSPEQCWTGPKKLTQPIEFVPEDEIQRNRLSEEEIRKIPMFS.... Result: 0 (no interaction). (5) The miRNA is mmu-miR-466m-3p with sequence UACAUACACACAUACACACGCA. The protein sequence of the target gene is MSYSVTLTGPGPWGFRLQGGKDFNMPLTISRITPGSKAAQSQLSQGDLVVAIDGVNTDTMTHLEAQNKIKSASYNLSLTLQKSKRPIPISTTAPPIQSPLPVIPHQKDPALDTNGSLATPSPSPEARASPGALEFGDTFSSSFSQTSVCSPLMEASGPVLPLGSPVAKASSEGAQGSVSPKVLPGPSQPRQYNNPIGLYSAETLREMAQMYQMSLRGKASGAGLLGGSLPVKDLAVDSASPVYQAVIKTQSKPEDEADEWARRSSNLQSRSFRILAQMTGTEYMQDPDEEALRRSSTPIE.... Result: 1 (interaction). (6) The miRNA is cel-miR-85-3p with sequence UACAAAGUAUUUGAAAAGUCGUGC. The protein sequence of the target gene is MSDSEEESQDRQLKIVVLGDGASGKTSLTTCFAQETFGKQYKQTIGLDFFLRRITLPGNLNVTLQIWDIGGQTIGGKMLDKYIYGAQGVLLVYDITNYQSFENLEDWYTVVKKVSEESETQPLVALVGNKIDLEHMRTIKPEKHLRFCQENGFSSHFVSAKTGDSVFLCFQKVAAEILGIKLNKAEIEQSQRVVKADIVNYNQEPMSRTVNPPRSSMCAVQ. Result: 0 (no interaction). (7) The miRNA is hsa-miR-6820-5p with sequence UGCGGCAGAGCUGGGGUCA. The protein sequence of the target gene is MALTLLEDWCKGMDMDPRKALLIVGIPMECSEVEIQDTVKAGLQPLCAYRVLGRMFRREDNAKAVFIELADTVNYTTLPSHIPGKGGSWEVVVKPRNPDDEFLSRLNYFLKDEGRSMTDVARALGCCSLPAESLDAEVMPQVRSPPLEPPKESMWYRKLKVFSGTASPSPGEETFEDWLEQVTEIMPIWQVSEVEKRRRLLESLRGPALSIMRVLQANNDSITVEQCLDALKQIFGDKEDFRASQFRFLQTSPKIGEKVSTFLLRLEPLLQKAVHKSPLSVRSTDMIRLKHLLARVAMTP.... Result: 0 (no interaction).